Dataset: Forward reaction prediction with 1.9M reactions from USPTO patents (1976-2016). Task: Predict the product of the given reaction. (1) Given the reactants [F:1][C:2]1([F:48])[CH2:7][CH2:6][CH:5]([C:8]2[C:17]3[CH:16]([O:18][CH2:19][C:20]4[CH:25]=[CH:24][C:23]([O:26][CH3:27])=[CH:22][CH:21]=4)[CH2:15][C:14]([CH3:29])([CH3:28])[CH2:13][C:12]=3[N:11]=[C:10]([CH:30]3[CH2:35][CH2:34][NH:33][CH2:32][CH2:31]3)[C:9]=2[CH:36]([F:47])[C:37]2[CH:42]=[CH:41][C:40]([C:43]([F:46])([F:45])[F:44])=[CH:39][CH:38]=2)[CH2:4][CH2:3]1.Cl[C:50]1[N:55]=[CH:54][C:53]([CH:56]=[O:57])=[CH:52][N:51]=1.C1(C2CCCCCCCCCC=2)CCCCCCCCNN=1.C(=O)([O-])O.[Na+], predict the reaction product. The product is: [F:48][C:2]1([F:1])[CH2:7][CH2:6][CH:5]([C:8]2[C:17]3[CH:16]([O:18][CH2:19][C:20]4[CH:21]=[CH:22][C:23]([O:26][CH3:27])=[CH:24][CH:25]=4)[CH2:15][C:14]([CH3:28])([CH3:29])[CH2:13][C:12]=3[N:11]=[C:10]([CH:30]3[CH2:35][CH2:34][N:33]([C:50]4[N:55]=[CH:54][C:53]([CH:56]=[O:57])=[CH:52][N:51]=4)[CH2:32][CH2:31]3)[C:9]=2[CH:36]([F:47])[C:37]2[CH:38]=[CH:39][C:40]([C:43]([F:45])([F:46])[F:44])=[CH:41][CH:42]=2)[CH2:4][CH2:3]1. (2) Given the reactants F[C:2]1[CH:9]=[CH:8][C:5]([CH:6]=[O:7])=[C:4]([N+:10]([O-:12])=[O:11])[CH:3]=1.O[CH:14]([N:16]1[CH2:21][CH2:20][NH:19][CH2:18][CH2:17]1)[CH3:15].CS(C)=[O:24], predict the reaction product. The product is: [OH:24][CH2:15][CH2:14][N:16]1[CH2:21][CH2:20][N:19]([C:2]2[CH:9]=[CH:8][C:5]([CH:6]=[O:7])=[C:4]([N+:10]([O-:12])=[O:11])[CH:3]=2)[CH2:18][CH2:17]1. (3) Given the reactants Cl[C:2]1[S:3][CH:4]=[C:5]([CH:7]=[O:8])[N:6]=1.[CH3:9][NH:10][CH3:11], predict the reaction product. The product is: [CH3:9][N:10]([CH3:11])[C:2]1[S:3][CH:4]=[C:5]([CH:7]=[O:8])[N:6]=1. (4) Given the reactants [CH2:1]([CH:3]1[C:8](=[O:9])[N:7]([CH2:10][CH3:11])[C:6]2[CH:12]=[CH:13][C:14]([N+:16]([O-])=O)=[CH:15][C:5]=2[O:4]1)[CH3:2].[H][H], predict the reaction product. The product is: [NH2:16][C:14]1[CH:13]=[CH:12][C:6]2[N:7]([CH2:10][CH3:11])[C:8](=[O:9])[CH:3]([CH2:1][CH3:2])[O:4][C:5]=2[CH:15]=1. (5) The product is: [I:1][C:2]1[CH:3]=[C:4]([CH:8]=[C:9]([N+:11]([O-:13])=[O:12])[CH:10]=1)[C:5]([O:7][CH3:14])=[O:6]. Given the reactants [I:1][C:2]1[CH:3]=[C:4]([CH:8]=[C:9]([N+:11]([O-:13])=[O:12])[CH:10]=1)[C:5]([OH:7])=[O:6].[CH3:14]O.S(Cl)(Cl)=O, predict the reaction product. (6) Given the reactants [CH3:1][C:2]1[CH:3]=[C:4]([C:8](O)=[CH:9][C:10]2[CH:15]=[CH:14][N:13]=[CH:12][N:11]=2)[CH:5]=[CH:6][CH:7]=1.C([O-])(=O)C.[Na+].BrBr.[NH2:24][C:25]([NH2:27])=[S:26].C(=O)([O-])O.[Na+], predict the reaction product. The product is: [CH3:1][C:2]1[CH:3]=[C:4]([C:8]2[N:24]=[C:25]([NH2:27])[S:26][C:9]=2[C:10]2[CH:15]=[CH:14][N:13]=[CH:12][N:11]=2)[CH:5]=[CH:6][CH:7]=1. (7) Given the reactants [CH2:1]([O:3][C:4](=[O:29])[CH2:5][C:6]1[N:11]=[C:10]2[S:12][CH:13]=[C:14]([C:15]3[CH:20]=[CH:19][CH:18]=[CH:17][CH:16]=3)[C:9]2=[C:8]([NH:21][CH2:22][C:23]2[CH:28]=[CH:27][CH:26]=[CH:25][N:24]=2)[CH:7]=1)[CH3:2].[C:30](=O)([O:34]CC)[O:31][CH2:32][CH3:33].[H-].[Na+], predict the reaction product. The product is: [CH2:1]([O:3][C:4](=[O:29])[CH:5]([C:6]1[N:11]=[C:10]2[S:12][CH:13]=[C:14]([C:15]3[CH:20]=[CH:19][CH:18]=[CH:17][CH:16]=3)[C:9]2=[C:8]([NH:21][CH2:22][C:23]2[CH:28]=[CH:27][CH:26]=[CH:25][N:24]=2)[CH:7]=1)[C:30]([O:31][CH2:32][CH3:33])=[O:34])[CH3:2]. (8) Given the reactants F[C:2]1[CH:9]=[CH:8][C:5]([C:6]#[N:7])=[CH:4][C:3]=1[O:10][CH3:11].[C:12]1([OH:18])[CH:17]=[CH:16][CH:15]=[CH:14][CH:13]=1.OC1C=CC=CC=1C=NO.C(=O)([O-])[O-].[Cs+].[Cs+], predict the reaction product. The product is: [CH3:11][O:10][C:3]1[CH:4]=[C:5]([CH:8]=[CH:9][C:2]=1[O:18][C:12]1[CH:17]=[CH:16][CH:15]=[CH:14][CH:13]=1)[C:6]#[N:7]. (9) Given the reactants [CH:1]1([C:4]2[NH:9][C:8](=[O:10])[C:7]([CH2:11][NH:12]C(=O)OC(C)(C)C)=[C:6]([CH3:20])[CH:5]=2)[CH2:3][CH2:2]1.CCOC(C)=O.[ClH:27].O1CCOCC1, predict the reaction product. The product is: [ClH:27].[NH2:12][CH2:11][C:7]1[C:8](=[O:10])[NH:9][C:4]([CH:1]2[CH2:2][CH2:3]2)=[CH:5][C:6]=1[CH3:20]. (10) Given the reactants [OH:1][C:2]1[C:11]2[C:6](=[CH:7][CH:8]=[CH:9][CH:10]=2)[CH:5]=[CH:4][C:3]=1[C:12]([OH:14])=O.ON1C2C=CC=CC=2N=N1.Cl.C(N=C=NCCCN(C)C)C.C(N(CC)C(C)C)(C)C.Cl.[CH3:47][O:48][C:49]([C:51]1([NH2:57])[CH2:56][CH2:55][S:54][CH2:53][CH2:52]1)=[O:50].Cl, predict the reaction product. The product is: [CH3:47][O:48][C:49]([C:51]1([NH:57][C:12]([C:3]2[CH:4]=[CH:5][C:6]3[C:11](=[CH:10][CH:9]=[CH:8][CH:7]=3)[C:2]=2[OH:1])=[O:14])[CH2:52][CH2:53][S:54][CH2:55][CH2:56]1)=[O:50].